This data is from Full USPTO retrosynthesis dataset with 1.9M reactions from patents (1976-2016). The task is: Predict the reactants needed to synthesize the given product. (1) Given the product [Cl:33][C:34]1[CH:35]=[C:36]([CH:66]=[CH:67][CH:68]=1)[C:37]([NH:39][C:40]1[CH:45]=[CH:44][C:43]([C:46]2[CH:54]=[C:53]3[C:49]([CH2:50][N:51]([CH:56]4[CH2:61][CH2:60][CH2:59][CH:58]([C:62]([OH:64])=[O:63])[CH2:57]4)[C:52]3=[O:55])=[CH:48][CH:47]=2)=[CH:42][CH:41]=1)=[O:38], predict the reactants needed to synthesize it. The reactants are: C(NC1C=CC(C2C=C3C(CN([C@@H](C(C)C)C(O)=O)C3=O)=CC=2)=CC=1)(=O)C1C=CC=CC=1.[Cl:33][C:34]1[CH:35]=[C:36]([CH:66]=[CH:67][CH:68]=1)[C:37]([NH:39][C:40]1[CH:45]=[CH:44][C:43]([C:46]2[CH:54]=[C:53]3[C:49]([CH2:50][N:51]([CH:56]4[CH2:61][CH2:60][CH2:59][CH:58]([C:62]([O:64]C)=[O:63])[CH2:57]4)[C:52]3=[O:55])=[CH:48][CH:47]=2)=[CH:42][CH:41]=1)=[O:38]. (2) Given the product [CH2:35]([O:34][C:32]([C:29]1[O:28][C:27]([NH:26][C:13]2[N:14]=[CH:15][C:10]3[CH2:9][N:8]=[C:7]([C:17]4[C:22]([F:23])=[CH:21][CH:20]=[CH:19][C:18]=4[F:24])[C:6]4[CH:25]=[C:2]([Cl:1])[CH:3]=[CH:4][C:5]=4[C:11]=3[N:12]=2)=[N:31][CH:30]=1)=[O:33])[CH3:36], predict the reactants needed to synthesize it. The reactants are: [Cl:1][C:2]1[CH:3]=[CH:4][C:5]2[C:11]3[N:12]=[C:13](I)[N:14]=[CH:15][C:10]=3[CH2:9][N:8]=[C:7]([C:17]3[C:22]([F:23])=[CH:21][CH:20]=[CH:19][C:18]=3[F:24])[C:6]=2[CH:25]=1.[NH2:26][C:27]1[O:28][C:29]([C:32]([O:34][CH2:35][CH3:36])=[O:33])=[CH:30][N:31]=1.CC1(C)C2C(=C(P(C3C=CC=CC=3)C3C=CC=CC=3)C=CC=2)OC2C(P(C3C=CC=CC=3)C3C=CC=CC=3)=CC=CC1=2.[O-]P([O-])([O-])=O.[K+].[K+].[K+]. (3) Given the product [Br:20][CH2:12][C:5]1[CH:4]=[CH:3][C:2]([F:1])=[CH:11][C:6]=1[C:7]([O:9][CH3:10])=[O:8], predict the reactants needed to synthesize it. The reactants are: [F:1][C:2]1[CH:3]=[CH:4][C:5]([CH3:12])=[C:6]([CH:11]=1)[C:7]([O:9][CH3:10])=[O:8].C1C(=O)N([Br:20])C(=O)C1. (4) Given the product [F:4][C:3]([F:6])([F:5])[C:1]([OH:7])=[O:2].[NH2:14][C@H:15]([CH:43]([CH3:45])[CH3:44])[C:16]([NH:18][NH:19][C:20](=[O:42])/[CH:21]=[CH:22]\[N:23]1[CH:27]=[N:26][C:25]([C:28]2[CH:29]=[C:30]([C:38]([F:40])([F:41])[F:39])[CH:31]=[C:32]([C:34]([F:36])([F:35])[F:37])[CH:33]=2)=[N:24]1)=[O:17], predict the reactants needed to synthesize it. The reactants are: [C:1]([OH:7])([C:3]([F:6])([F:5])[F:4])=[O:2].C(OC(=O)[NH:14][C@H:15]([CH:43]([CH3:45])[CH3:44])[C:16]([NH:18][NH:19][C:20](=[O:42])/[CH:21]=[CH:22]\[N:23]1[CH:27]=[N:26][C:25]([C:28]2[CH:33]=[C:32]([C:34]([F:37])([F:36])[F:35])[CH:31]=[C:30]([C:38]([F:41])([F:40])[F:39])[CH:29]=2)=[N:24]1)=[O:17])(C)(C)C. (5) The reactants are: [Na].[O-]CC.[Na+].[C:6]([O:14]CC)(=O)[CH2:7][C:8]([O:10][CH2:11][CH3:12])=[O:9].[NH2:17][C:18]1[N:22]([C:23]2[CH:28]=[CH:27][CH:26]=[CH:25][CH:24]=2)[N:21]=[CH:20][C:19]=1[C:29]#[N:30]. Given the product [CH2:11]([O:10][C:8]([C:7]1[C:6](=[O:14])[NH:17][C:18]2[N:22]([C:23]3[CH:28]=[CH:27][CH:26]=[CH:25][CH:24]=3)[N:21]=[CH:20][C:19]=2[C:29]=1[NH2:30])=[O:9])[CH3:12], predict the reactants needed to synthesize it. (6) Given the product [CH3:18][N:4]1[C:5]2[N:6]=[N:7][C:8]([C:12]3[CH:17]=[CH:16][CH:15]=[CH:14][CH:13]=3)=[C:9]([OH:11])[C:10]=2[C:2]([N:19]2[CH2:26][CH2:25][CH2:24][CH2:20]2)=[N:3]1, predict the reactants needed to synthesize it. The reactants are: I[C:2]1[C:10]2[C:9]([OH:11])=[C:8]([C:12]3[CH:17]=[CH:16][CH:15]=[CH:14][CH:13]=3)[N:7]=[N:6][C:5]=2[N:4]([CH3:18])[N:3]=1.[NH:19]1[CH2:26][CH2:25][CH2:24][C@H:20]1C(O)=O.C([O-])([O-])=O.[K+].[K+]. (7) Given the product [C:10]([O:9][C:7]([C@@H:4]([CH2:5][C:26]1[CH:16]=[CH:17][C:18]2[O:22][C:21]([F:23])([F:24])[O:20][C:19]=2[CH:25]=1)[C:3]([O:2][CH3:1])=[O:14])=[O:8])([CH3:13])([CH3:12])[CH3:11], predict the reactants needed to synthesize it. The reactants are: [CH3:1][O:2][C:3](=[O:14])[C@H:4]([C:7]([O:9][C:10]([CH3:13])([CH3:12])[CH3:11])=[O:8])[CH2:5]I.Br[C:16]1[CH:26]=[CH:25][C:19]2[O:20][C:21]([F:24])([F:23])[O:22][C:18]=2[CH:17]=1. (8) Given the product [F:1][C:2]1[CH:7]=[CH:6][CH:5]=[C:4]2[C:3]=1[N:14]=[C:35]([N:61]1[CH2:60][CH2:59][N:56]3[C:57]4[CH:58]=[C:50]([CH3:49])[CH:51]=[CH:52][C:53]=4[CH:54]=[C:55]3[CH2:62]1)[N:34]([C:37]1[CH:42]=[C:41]([C:43]([F:46])([F:45])[F:44])[CH:40]=[CH:39][C:38]=1[O:47][CH3:48])[CH:8]2[CH2:9][C:10]([O:12][CH3:13])=[O:11], predict the reactants needed to synthesize it. The reactants are: [F:1][C:2]1[C:3]([N:14]=P(C2C=CC=CC=2)(C2C=CC=CC=2)C2C=CC=CC=2)=[C:4](/[CH:8]=[CH:9]/[C:10]([O:12][CH3:13])=[O:11])[CH:5]=[CH:6][CH:7]=1.[N:34]([C:37]1[CH:42]=[C:41]([C:43]([F:46])([F:45])[F:44])[CH:40]=[CH:39][C:38]=1[O:47][CH3:48])=[C:35]=O.[CH3:49][C:50]1[CH:51]=[CH:52][C:53]2[CH:54]=[C:55]3[CH2:62][NH:61][CH2:60][CH2:59][N:56]3[C:57]=2[CH:58]=1.